This data is from Reaction yield outcomes from USPTO patents with 853,638 reactions. The task is: Predict the reaction yield, written as a fraction of the theoretical maximum amount of product (1.0 means a 100% yield; for example, 0.34 means a 34% yield). (1) The reactants are [NH2:1][C:2]1[N:10]=[C:9]([O:11][CH3:12])[CH:8]=[C:7]([O:13][CH3:14])[C:3]=1[C:4]([NH2:6])=[O:5].[OH:15][CH2:16][CH2:17][N:18]([CH2:27][CH2:28][OH:29])[C:19]1[CH:26]=[CH:25][C:22]([CH:23]=O)=[CH:21][CH:20]=1.OS([O-])=O.[Na+].CC1C=CC(S(O)(=O)=O)=CC=1. The catalyst is CN(C)C(=O)C. The product is [OH:15][CH2:16][CH2:17][N:18]([CH2:27][CH2:28][OH:29])[C:19]1[CH:26]=[CH:25][C:22]([C:23]2[NH:6][C:4](=[O:5])[C:3]3[C:7]([O:13][CH3:14])=[CH:8][C:9]([O:11][CH3:12])=[N:10][C:2]=3[N:1]=2)=[CH:21][CH:20]=1. The yield is 0.100. (2) The reactants are [CH3:1][C:2]1[CH:7]=[C:6]([C:8]([OH:17])([C:13]([F:16])([F:15])[F:14])[C:9]([F:12])([F:11])[F:10])[CH:5]=[C:4]([CH3:18])[C:3]=1[NH:19][C:20](=[O:28])[C:21]1[CH:26]=[CH:25][CH:24]=[C:23]([NH2:27])[CH:22]=1.[C:29](Cl)(=[O:36])[C:30]1[CH:35]=[CH:34][CH:33]=[CH:32][CH:31]=1.N1C=CC=CC=1. The catalyst is O1CCCC1. The product is [CH3:1][C:2]1[CH:7]=[C:6]([C:8]([OH:17])([C:13]([F:14])([F:15])[F:16])[C:9]([F:12])([F:11])[F:10])[CH:5]=[C:4]([CH3:18])[C:3]=1[NH:19][C:20](=[O:28])[C:21]1[CH:26]=[CH:25][CH:24]=[C:23]([NH:27][C:29](=[O:36])[C:30]2[CH:35]=[CH:34][CH:33]=[CH:32][CH:31]=2)[CH:22]=1. The yield is 0.850. (3) The catalyst is C1COCC1. The yield is 0.410. The reactants are [OH:1][CH2:2][CH2:3][O:4][C:5]1[C:10]([CH3:11])=[CH:9][C:8]([C:12]2[NH:21][C:20](=[O:22])[C:19]3[C:14](=[CH:15][C:16]([O:25][CH3:26])=[CH:17][C:18]=3[O:23][CH3:24])[N:13]=2)=[CH:7][C:6]=1[CH3:27].[CH2:28]([N:31]=[C:32]=[O:33])[CH2:29][CH3:30]. The product is [CH2:28]([NH:31][C:32](=[O:33])[O:1][CH2:2][CH2:3][O:4][C:5]1[C:10]([CH3:11])=[CH:9][C:8]([C:12]2[NH:21][C:20](=[O:22])[C:19]3[C:14](=[CH:15][C:16]([O:25][CH3:26])=[CH:17][C:18]=3[O:23][CH3:24])[N:13]=2)=[CH:7][C:6]=1[CH3:27])[CH2:29][CH3:30].